From a dataset of NCI-60 drug combinations with 297,098 pairs across 59 cell lines. Regression. Given two drug SMILES strings and cell line genomic features, predict the synergy score measuring deviation from expected non-interaction effect. (1) Drug 1: CN(CCCl)CCCl.Cl. Drug 2: N.N.Cl[Pt+2]Cl. Cell line: HOP-92. Synergy scores: CSS=57.1, Synergy_ZIP=-5.33, Synergy_Bliss=-5.54, Synergy_Loewe=-1.32, Synergy_HSA=1.28. (2) Drug 1: CC12CCC3C(C1CCC2O)C(CC4=C3C=CC(=C4)O)CCCCCCCCCS(=O)CCCC(C(F)(F)F)(F)F. Drug 2: C1=NNC2=C1C(=O)NC=N2. Cell line: KM12. Synergy scores: CSS=-3.75, Synergy_ZIP=3.27, Synergy_Bliss=6.39, Synergy_Loewe=-2.70, Synergy_HSA=-1.43. (3) Drug 1: C1=C(C(=O)NC(=O)N1)N(CCCl)CCCl. Drug 2: CN(CCCl)CCCl.Cl. Cell line: CAKI-1. Synergy scores: CSS=44.2, Synergy_ZIP=-16.8, Synergy_Bliss=-14.5, Synergy_Loewe=-14.5, Synergy_HSA=-9.85. (4) Drug 1: CC1=CC=C(C=C1)C2=CC(=NN2C3=CC=C(C=C3)S(=O)(=O)N)C(F)(F)F. Drug 2: CC=C1C(=O)NC(C(=O)OC2CC(=O)NC(C(=O)NC(CSSCCC=C2)C(=O)N1)C(C)C)C(C)C. Cell line: DU-145. Synergy scores: CSS=32.9, Synergy_ZIP=0.712, Synergy_Bliss=-2.08, Synergy_Loewe=-64.2, Synergy_HSA=-4.16. (5) Drug 1: CCC1=CC2CC(C3=C(CN(C2)C1)C4=CC=CC=C4N3)(C5=C(C=C6C(=C5)C78CCN9C7C(C=CC9)(C(C(C8N6C)(C(=O)OC)O)OC(=O)C)CC)OC)C(=O)OC.C(C(C(=O)O)O)(C(=O)O)O. Drug 2: CN(C(=O)NC(C=O)C(C(C(CO)O)O)O)N=O. Cell line: T-47D. Synergy scores: CSS=36.4, Synergy_ZIP=-10.1, Synergy_Bliss=-2.08, Synergy_Loewe=0.0244, Synergy_HSA=0.0544. (6) Synergy scores: CSS=33.1, Synergy_ZIP=-5.82, Synergy_Bliss=-11.6, Synergy_Loewe=-23.4, Synergy_HSA=-10.6. Cell line: SR. Drug 2: CN1C2=C(C=C(C=C2)N(CCCl)CCCl)N=C1CCCC(=O)O.Cl. Drug 1: CC12CCC3C(C1CCC2=O)CC(=C)C4=CC(=O)C=CC34C. (7) Drug 1: COC1=C(C=C2C(=C1)N=CN=C2NC3=CC(=C(C=C3)F)Cl)OCCCN4CCOCC4. Drug 2: C1=CN(C(=O)N=C1N)C2C(C(C(O2)CO)O)O.Cl. Cell line: IGROV1. Synergy scores: CSS=52.9, Synergy_ZIP=4.38, Synergy_Bliss=3.99, Synergy_Loewe=3.17, Synergy_HSA=7.06.